Binary Classification. Given a T-cell receptor sequence (or CDR3 region) and an epitope sequence, predict whether binding occurs between them. From a dataset of TCR-epitope binding with 47,182 pairs between 192 epitopes and 23,139 TCRs. (1) The epitope is ILKEPVHGV. The TCR CDR3 sequence is CASKEGASYGYTF. Result: 0 (the TCR does not bind to the epitope). (2) The epitope is FTISVTTEIL. The TCR CDR3 sequence is CSVEGLAGVEQYF. Result: 0 (the TCR does not bind to the epitope). (3) The epitope is TPINLVRDL. The TCR CDR3 sequence is CASSLLWTDREQFF. Result: 1 (the TCR binds to the epitope). (4) The epitope is GTITVEELK. The TCR CDR3 sequence is CASRQESTEAFF. Result: 0 (the TCR does not bind to the epitope). (5) The epitope is LLLGIGILV. The TCR CDR3 sequence is CASSSPVQTSGLHEQFF. Result: 1 (the TCR binds to the epitope). (6) The epitope is HSKKKCDEL. The TCR CDR3 sequence is CASSHSRGSGNTIYF. Result: 1 (the TCR binds to the epitope). (7) Result: 0 (the TCR does not bind to the epitope). The TCR CDR3 sequence is CASSYHIGQGYTF. The epitope is MLNIPSINV. (8) The epitope is YSEHPTFTSQY. The TCR CDR3 sequence is CASSFTSGSYGSSYNEQFF. Result: 0 (the TCR does not bind to the epitope).